Dataset: Reaction yield outcomes from USPTO patents with 853,638 reactions. Task: Predict the reaction yield, written as a fraction of the theoretical maximum amount of product (1.0 means a 100% yield; for example, 0.34 means a 34% yield). (1) The reactants are [Sn](Cl)(Cl)(Cl)Cl.[CH2:6]([O:8][C:9]1[C:10]([F:21])=[C:11]2[C:17]([N+:18]([O-])=O)=[CH:16][NH:15][C:12]2=[N:13][CH:14]=1)[CH3:7].[OH-].[Na+]. The catalyst is Cl. The product is [CH2:6]([O:8][C:9]1[C:10]([F:21])=[C:11]2[C:17]([NH2:18])=[CH:16][NH:15][C:12]2=[N:13][CH:14]=1)[CH3:7]. The yield is 0.860. (2) The reactants are [C:1](Cl)(=[O:3])[CH3:2].[N:5]1[CH:10]=[CH:9][CH:8]=[CH:7][C:6]=1[S:11][CH2:12][CH2:13][CH2:14][S:15]([NH:18][C:19](=[O:50])[CH2:20][C@H:21]1[O:27][C@H:26]([C:28]2[CH:33]=[CH:32][CH:31]=[C:30]([O:34][CH3:35])[C:29]=2[O:36][CH3:37])[C:25]2[CH:38]=[C:39]([Cl:42])[CH:40]=[CH:41][C:24]=2[N:23]([CH2:43][C:44]([CH3:48])([CH3:47])[CH2:45][OH:46])[C:22]1=[O:49])(=[O:17])=[O:16].N1C=CC=CC=1.C(OCC)(=O)C. The catalyst is O. The product is [N:5]1[CH:10]=[CH:9][CH:8]=[CH:7][C:6]=1[S:11][CH2:12][CH2:13][CH2:14][S:15]([NH:18][C:19](=[O:50])[CH2:20][C@H:21]1[O:27][C@H:26]([C:28]2[CH:33]=[CH:32][CH:31]=[C:30]([O:34][CH3:35])[C:29]=2[O:36][CH3:37])[C:25]2[CH:38]=[C:39]([Cl:42])[CH:40]=[CH:41][C:24]=2[N:23]([CH2:43][C:44]([CH3:48])([CH3:47])[CH2:45][O:46][C:1](=[O:3])[CH3:2])[C:22]1=[O:49])(=[O:17])=[O:16]. The yield is 0.600. (3) The reactants are [CH3:1][O:2][C:3](=[O:14])[C:4]1[CH:9]=[C:8]([N+:10]([O-])=O)[CH:7]=[CH:6][C:5]=1[CH3:13]. The catalyst is [Pd].CO.CCOC(C)=O. The product is [CH3:1][O:2][C:3](=[O:14])[C:4]1[CH:9]=[C:8]([NH2:10])[CH:7]=[CH:6][C:5]=1[CH3:13]. The yield is 0.990. (4) The reactants are [Cl:1][C:2]1[CH:3]=[C:4]([S:9]([N:12]([CH2:14][CH2:15][CH2:16][N:17]([CH3:19])[CH3:18])[CH3:13])(=[O:11])=[O:10])[CH:5]=[N:6][C:7]=1Cl.CC(C)([O-])C.[K+].CN(C)C(=O)C.[CH3:32][N:33]1[CH:37]=[CH:36][C:35]([NH:38][C:39]2[C:48]3[C:43](=[CH:44][CH:45]=[C:46]([OH:49])[CH:47]=3)[N:42]=[CH:41][N:40]=2)=[N:34]1. The catalyst is O. The product is [Cl:1][C:2]1[CH:3]=[C:4]([S:9]([N:12]([CH2:14][CH2:15][CH2:16][N:17]([CH3:19])[CH3:18])[CH3:13])(=[O:11])=[O:10])[CH:5]=[N:6][C:7]=1[O:49][C:46]1[CH:47]=[C:48]2[C:43](=[CH:44][CH:45]=1)[N:42]=[CH:41][N:40]=[C:39]2[NH:38][C:35]1[CH:36]=[CH:37][N:33]([CH3:32])[N:34]=1. The yield is 0.680. (5) The reactants are [Cl:1][C:2]1[N:7]=[C:6]([NH:8][NH2:9])[N:5]=[C:4]([OH:10])[N:3]=1.[F:11][C:12]([F:26])([F:25])[C:13]1[CH:14]=[C:15]([CH:18]=[C:19]([C:21]([F:24])([F:23])[F:22])[CH:20]=1)[CH:16]=O. The catalyst is C(O)(=O)C.CCO. The product is [F:11][C:12]([F:25])([F:26])[C:13]1[CH:14]=[C:15]([CH:18]=[C:19]([C:21]([F:24])([F:22])[F:23])[CH:20]=1)[CH:16]=[N:9][NH:8][C:6]1[N:7]=[C:2]([Cl:1])[N:3]=[C:4]([OH:10])[N:5]=1. The yield is 0.720.